This data is from Peptide-MHC class I binding affinity with 185,985 pairs from IEDB/IMGT. The task is: Regression. Given a peptide amino acid sequence and an MHC pseudo amino acid sequence, predict their binding affinity value. This is MHC class I binding data. (1) The peptide sequence is GLVLHGEAI. The MHC is HLA-A03:01 with pseudo-sequence HLA-A03:01. The binding affinity (normalized) is 0.0847. (2) The peptide sequence is TMPELAWAV. The MHC is HLA-B35:01 with pseudo-sequence HLA-B35:01. The binding affinity (normalized) is 0.442.